From a dataset of Full USPTO retrosynthesis dataset with 1.9M reactions from patents (1976-2016). Predict the reactants needed to synthesize the given product. (1) Given the product [ClH:47].[CH3:44][N:26]([CH2:25][C:24]([C:11]1[CH:12]=[CH:13][C:14]([O:15][CH2:16][C:17]([OH:23])=[O:18])=[C:9]([O:8][CH2:7][C:6]([OH:46])=[O:5])[CH:10]=1)=[O:45])[C:27](=[O:43])/[CH:28]=[CH:29]/[CH:30]1[CH2:35][CH2:34][NH:33][CH2:32][CH2:31]1, predict the reactants needed to synthesize it. The reactants are: C([O:5][C:6](=[O:46])[CH2:7][O:8][C:9]1[CH:10]=[C:11]([C:24](=[O:45])[CH2:25][N:26]([CH3:44])[C:27](=[O:43])/[CH:28]=[CH:29]/[CH:30]2[CH2:35][CH2:34][N:33](C(OC(C)(C)C)=O)[CH2:32][CH2:31]2)[CH:12]=[CH:13][C:14]=1[O:15][CH2:16][C:17](=[O:23])[O:18]C(C)(C)C)(C)(C)C.[ClH:47]. (2) Given the product [C:6]1(=[O:8])[O:10][C:1](=[O:9])[CH2:2][CH2:3][CH2:4][CH2:5]1, predict the reactants needed to synthesize it. The reactants are: [C:1]([OH:10])(=[O:9])[CH2:2][CH2:3][CH2:4][CH2:5][C:6]([OH:8])=O.C1(N=C=NC2CCCCC2)CCCCC1.C[C@H]1[C@@]2(O)O[C@H](C[C@H](OC)C(C)=CC=CC=C[C@@H](C)C[C@@H](C)C([C@H](OC)[C@H](O)C(C)=C[C@@H](C)C(C[C@@H]([C@@H](C[C@H]3C[C@@H](OC)[C@H](O)CC3)C)OC([C@H]3N(C(C2=O)=O)CCCC3)=O)=O)=O)CC1.CN(C1C=CC=CN=1)C. (3) Given the product [N:7]1([C:12]2[C:13]3[NH:20][CH:19]=[C:1]([C:2]([Cl:4])=[O:3])[C:14]=3[N:15]=[CH:16][N:17]=2)[CH:11]=[CH:10][CH:9]=[N:8]1, predict the reactants needed to synthesize it. The reactants are: [C:1](Cl)(=O)[C:2]([Cl:4])=[O:3].[N:7]1([C:12]2[C:13]3[NH:20][CH:19]=C(C(O)=O)[C:14]=3[N:15]=[CH:16][N:17]=2)[CH:11]=[CH:10][CH:9]=[N:8]1. (4) Given the product [OH:42][CH:24]1[C:25]2[S:41][C:30]3[N:31]=[C:32]4[CH2:38][CH2:37][CH2:36][CH2:35][CH2:34][N:33]4[C:39](=[O:40])[C:29]=3[C:26]=2[CH2:27][CH2:28][CH:23]1[CH3:22], predict the reactants needed to synthesize it. The reactants are: OC1C2SC3N=C4CCCCCCN4C(=O)C=3C=2CCC1.[CH3:22][CH:23]1[CH2:28][CH2:27][C:26]2[C:29]3[C:39](=[O:40])[N:33]4[CH2:34][CH2:35][CH2:36][CH2:37][CH2:38][C:32]4=[N:31][C:30]=3[S:41][C:25]=2[C:24]1=[O:42]. (5) Given the product [ClH:51].[ClH:51].[F:1][C:2]1[C:10]2[N:9]=[C:8]([C:11]([N:13]([CH2:35][CH:36]([CH3:37])[CH3:38])[C@H:14]3[CH2:19][C@@H:18]([C:20]([N:22]4[CH2:27][CH2:26][O:25][CH2:24][CH2:23]4)=[O:21])[CH2:17][NH:16][CH2:15]3)=[O:12])[N:7]([CH2:39][CH2:40][CH2:41][CH2:42][O:43][CH3:44])[C:6]=2[CH:5]=[CH:4][CH:3]=1, predict the reactants needed to synthesize it. The reactants are: [F:1][C:2]1[C:10]2[N:9]=[C:8]([C:11]([N:13]([CH2:35][CH:36]([CH3:38])[CH3:37])[C@H:14]3[CH2:19][C@@H:18]([C:20]([N:22]4[CH2:27][CH2:26][O:25][CH2:24][CH2:23]4)=[O:21])[CH2:17][N:16](C(OC(C)(C)C)=O)[CH2:15]3)=[O:12])[N:7]([CH2:39][CH2:40][CH2:41][CH2:42][O:43][CH3:44])[C:6]=2[CH:5]=[CH:4][CH:3]=1.C(OCC)(=O)C.[ClH:51].